This data is from Catalyst prediction with 721,799 reactions and 888 catalyst types from USPTO. The task is: Predict which catalyst facilitates the given reaction. (1) Reactant: C(OC([NH:8][C:9]1[CH:10]=[CH:11][C:12]([CH3:22])=[C:13]([NH:15][C:16](=[O:21])[C:17](OC)=[O:18])[CH:14]=1)=O)(C)(C)C.NC1C=C(NC(=O)OC(C)(C)C)C=CC=1C.ClC(=O)C(OC)=O.C(N(CC)C(C)C)(C)C. Product: [NH2:8][C:9]1[CH:10]=[CH:11][C:12]([CH3:22])=[C:13]([NH:15][C:16](=[O:21])[CH2:17][OH:18])[CH:14]=1. The catalyst class is: 4. (2) Reactant: [Br:1][C:2]1[CH:7]=[CH:6][C:5]([S:8](Cl)(=[O:10])=[O:9])=[CH:4][C:3]=1[F:12].O.NN.[C:16]([O-])(=O)[CH3:17].[Na+].C(I)C. Product: [Br:1][C:2]1[CH:7]=[CH:6][C:5]([S:8]([CH2:16][CH3:17])(=[O:10])=[O:9])=[CH:4][C:3]=1[F:12]. The catalyst class is: 1. (3) Reactant: Br[C:2]1[N:10]([CH2:11][C:12]2[CH:17]=[CH:16][C:15]([Cl:18])=[CH:14][CH:13]=2)[C:9]2[C:8](=[O:19])[N:7]([CH2:20][CH2:21][CH2:22][O:23][CH:24]3[CH2:29][CH2:28][CH2:27][CH2:26][O:25]3)[C:6](=[O:30])[N:5]([CH3:31])[C:4]=2[N:3]=1.O.O.O.O.O.O.O.O.O.[S-2:41].[Na+].[Na+]. Product: [Cl:18][C:15]1[CH:16]=[CH:17][C:12]([CH2:11][N:10]2[C:9]3[C:8](=[O:19])[N:7]([CH2:20][CH2:21][CH2:22][O:23][CH:24]4[CH2:29][CH2:28][CH2:27][CH2:26][O:25]4)[C:6](=[O:30])[N:5]([CH3:31])[C:4]=3[N:3]=[C:2]2[SH:41])=[CH:13][CH:14]=1. The catalyst class is: 248. (4) Reactant: COC1C=C(C[NH:12][CH:13]2[CH2:18][CH2:17][N:16]([C:19]([O:21][C:22]([CH3:25])([CH3:24])[CH3:23])=[O:20])[CH2:15][CH2:14]2)C=CC=1OC.C(N(C(C)C)CC)(C)C.[CH3:35][O:36][C:37]1[CH:42]=[CH:41][C:40]([CH2:43][C:44](Cl)=[O:45])=[CH:39][CH:38]=1.O. Product: [C:22]([O:21][C:19]([N:16]1[CH2:17][CH2:18][CH:13]([NH:12][C:44](=[O:45])[CH2:43][C:40]2[CH:41]=[CH:42][C:37]([O:36][CH3:35])=[CH:38][CH:39]=2)[CH2:14][CH2:15]1)=[O:20])([CH3:25])([CH3:23])[CH3:24]. The catalyst class is: 4. (5) Reactant: C[O:2][C:3](=[O:26])[CH2:4][C:5]1[C:6]([CH3:25])=[C:7]([S:14]([C:17]2[CH:22]=[C:21]([Cl:23])[CH:20]=[C:19]([Cl:24])[CH:18]=2)(=[O:16])=[O:15])[N:8]2[C:13]=1[CH:12]=[CH:11][CH:10]=[CH:9]2.C(=O)([O-])[O-].[K+].[K+].ClC1C=C(C=CC=1)C(OO)=O. Product: [Cl:24][C:19]1[CH:18]=[C:17]([S:14]([C:7]2[N:8]3[C:13]([CH:12]=[CH:11][CH:10]=[CH:9]3)=[C:5]([CH2:4][C:3]([OH:26])=[O:2])[C:6]=2[CH3:25])(=[O:15])=[O:16])[CH:22]=[C:21]([Cl:23])[CH:20]=1. The catalyst class is: 5. (6) Reactant: [Cl:1][C:2]1[CH:40]=[C:39]([CH3:41])[C:5]2[N:6]=[C:7]([C:11]3[N:12]([C:32]4[C:37]([Cl:38])=[CH:36][CH:35]=[CH:34][N:33]=4)[N:13]=[C:14]([CH2:16][N:17]4[N:21]=[N:20][C:19]([C:22]([F:31])([F:30])[C:23]([F:29])([F:28])[C:24]([F:27])([F:26])[F:25])=[N:18]4)[CH:15]=3)[O:8][C:9](=[O:10])[C:4]=2[CH:3]=1.[CH:42]([NH2:45])([CH3:44])[CH3:43]. Product: [Cl:1][C:2]1[CH:40]=[C:39]([CH3:41])[C:5]([NH:6][C:7]([C:11]2[N:12]([C:32]3[C:37]([Cl:38])=[CH:36][CH:35]=[CH:34][N:33]=3)[N:13]=[C:14]([CH2:16][N:17]3[N:21]=[N:20][C:19]([C:22]([F:30])([F:31])[C:23]([F:29])([F:28])[C:24]([F:27])([F:25])[F:26])=[N:18]3)[CH:15]=2)=[O:8])=[C:4]([C:9](=[O:10])[NH:45][CH:42]([CH3:44])[CH3:43])[CH:3]=1. The catalyst class is: 7. (7) Reactant: C(OC(=O)[NH:7][C:8]1[CH:13]=[C:12]([N:14]([CH3:16])[CH3:15])[C:11]([Cl:17])=[CH:10][C:9]=1[NH2:18])(C)(C)C.C(O[C:25](=[O:49])[CH2:26][C:27](=O)[C:28]1[CH:33]=[CH:32][CH:31]=[C:30]([C:34]2[S:35][C:36]([CH2:39][CH2:40][O:41]C3CCCCO3)=[N:37][N:38]=2)[CH:29]=1)(C)(C)C.C(O)(C(F)(F)F)=O. Product: [Cl:17][C:11]1[C:12]([N:14]([CH3:16])[CH3:15])=[CH:13][C:8]2[N:7]=[C:27]([C:28]3[CH:33]=[CH:32][CH:31]=[C:30]([C:34]4[S:35][C:36]([CH2:39][CH2:40][OH:41])=[N:37][N:38]=4)[CH:29]=3)[CH2:26][C:25](=[O:49])[NH:18][C:9]=2[CH:10]=1. The catalyst class is: 2. (8) Reactant: Cl[C:2]1[N:7]=[CH:6][N:5]=[C:4]([NH:8][C:9]2[CH:14]=[CH:13][C:12]([C:15]([F:18])([F:17])[F:16])=[CH:11][CH:10]=2)[N:3]=1.[CH:19](B1OB(C=C)OB(C=C)O1)=[CH2:20].C(=O)([O-])[O-].[Cs+].[Cs+]. Product: [F:16][C:15]([F:18])([F:17])[C:12]1[CH:13]=[CH:14][C:9]([NH:8][C:4]2[N:3]=[C:2]([CH:19]=[CH2:20])[N:7]=[CH:6][N:5]=2)=[CH:10][CH:11]=1. The catalyst class is: 70. (9) Reactant: [OH-].[Na+].[F:3][C:4]1[C:5]([C:25]2[CH:30]=[CH:29][C:28]([C:31]3[CH:36]=[CH:35][C:34]([C:37]([O-:39])=[O:38])=[CH:33][CH:32]=3)=[CH:27][CH:26]=2)=[CH:6][C:7]2[N:11]=[C:10]([O:12][C:13]3[CH:18]=[CH:17][C:16]([CH3:19])=[C:15]([C:20]([O:22]C)=[O:21])[CH:14]=3)[NH:9][C:8]=2[CH:24]=1. Product: [C:20]([C:15]1[CH:14]=[C:13]([CH:18]=[CH:17][C:16]=1[CH3:19])[O:12][C:10]1[NH:9][C:8]2[CH:24]=[C:4]([F:3])[C:5]([C:25]3[CH:30]=[CH:29][C:28]([C:31]4[CH:36]=[CH:35][C:34]([C:37]([OH:39])=[O:38])=[CH:33][CH:32]=4)=[CH:27][CH:26]=3)=[CH:6][C:7]=2[N:11]=1)([OH:22])=[O:21]. The catalyst class is: 24.